From a dataset of Full USPTO retrosynthesis dataset with 1.9M reactions from patents (1976-2016). Predict the reactants needed to synthesize the given product. (1) Given the product [CH3:1][O:2][C:3]1[CH:4]=[C:5]([C:11]2[C:22](=[O:23])[N:21]([CH2:24][CH2:25][C:26]3[CH:27]=[C:28]([NH:32][C:33](=[O:39])[O:34][C:35]([CH3:36])([CH3:38])[CH3:37])[CH:29]=[CH:30][CH:31]=3)[C:14]3[N:15]=[C:16]([S:19]([CH3:20])=[O:48])[N:17]=[CH:18][C:13]=3[CH:12]=2)[CH:6]=[C:7]([O:9][CH3:10])[CH:8]=1, predict the reactants needed to synthesize it. The reactants are: [CH3:1][O:2][C:3]1[CH:4]=[C:5]([C:11]2[C:22](=[O:23])[N:21]([CH2:24][CH2:25][C:26]3[CH:27]=[C:28]([NH:32][C:33](=[O:39])[O:34][C:35]([CH3:38])([CH3:37])[CH3:36])[CH:29]=[CH:30][CH:31]=3)[C:14]3[N:15]=[C:16]([S:19][CH3:20])[N:17]=[CH:18][C:13]=3[CH:12]=2)[CH:6]=[C:7]([O:9][CH3:10])[CH:8]=1.C1C=C(Cl)C=C(C(OO)=[O:48])C=1. (2) The reactants are: CCN[C@@H:4]1[C:11]2[CH:12]=[C:13](S(N)(=O)=O)[S:14][C:10]=2S(=O)(=O)N(CCCOC)[CH2:5]1.[CH3:24][C:25]([CH3:30])([CH2:28][OH:29])[CH2:26][OH:27].Cl.S(=O)(=O)(O)O. Given the product [CH3:5][C:4]1([C:11]2[CH:12]=[CH:13][S:14][CH:10]=2)[O:29][CH2:28][C:25]([CH3:30])([CH3:24])[CH2:26][O:27]1, predict the reactants needed to synthesize it. (3) Given the product [O:1]1[C:5]([C:6]2[S:10][C:9]([C:11]#[C:12][C:13]#[C:14][C:15]3[CH:16]=[CH:17][C:18]([C:19]([OH:21])=[O:20])=[CH:23][CH:24]=3)=[CH:8][CH:7]=2)=[CH:4][N:3]=[CH:2]1, predict the reactants needed to synthesize it. The reactants are: [O:1]1[C:5]([C:6]2[S:10][C:9]([C:11]#[C:12][C:13]#[C:14][C:15]3[CH:24]=[CH:23][C:18]([C:19]([O:21]C)=[O:20])=[CH:17][CH:16]=3)=[CH:8][CH:7]=2)=[CH:4][N:3]=[CH:2]1.C1COCC1.[OH-].[Na+].